From a dataset of Catalyst prediction with 721,799 reactions and 888 catalyst types from USPTO. Predict which catalyst facilitates the given reaction. Reactant: [O:1]=[C:2]1[CH2:5][CH:4]([C:6]([O:8][CH2:9][CH3:10])=[O:7])[CH2:3]1.[BH4-].[Na+].Cl. Product: [OH:1][C@@H:2]1[CH2:5][C@H:4]([C:6]([O:8][CH2:9][CH3:10])=[O:7])[CH2:3]1. The catalyst class is: 14.